Task: Regression. Given a peptide amino acid sequence and an MHC pseudo amino acid sequence, predict their binding affinity value. This is MHC class I binding data.. Dataset: Peptide-MHC class I binding affinity with 185,985 pairs from IEDB/IMGT (1) The peptide sequence is CELSSHGDL. The MHC is HLA-A30:02 with pseudo-sequence HLA-A30:02. The binding affinity (normalized) is 0.213. (2) The peptide sequence is APLAHRLGM. The MHC is HLA-B57:01 with pseudo-sequence HLA-B57:01. The binding affinity (normalized) is 0.0847. (3) The peptide sequence is WLIKNNSYL. The MHC is H-2-Db with pseudo-sequence H-2-Db. The binding affinity (normalized) is 0.392. (4) The peptide sequence is YPALMPLYA. The MHC is HLA-B07:02 with pseudo-sequence HLA-B07:02. The binding affinity (normalized) is 0.471. (5) The peptide sequence is WFWFCLLLLAA. The MHC is Patr-A0901 with pseudo-sequence Patr-A0901. The binding affinity (normalized) is 0.0446. (6) The peptide sequence is PPYCTIAPVGI. The MHC is HLA-B35:01 with pseudo-sequence HLA-B35:01. The binding affinity (normalized) is 0.